Dataset: TCR-epitope binding with 47,182 pairs between 192 epitopes and 23,139 TCRs. Task: Binary Classification. Given a T-cell receptor sequence (or CDR3 region) and an epitope sequence, predict whether binding occurs between them. (1) The epitope is GMFNMLSTVLGVS. The TCR CDR3 sequence is CASSWGQGNNEQFF. Result: 0 (the TCR does not bind to the epitope). (2) The epitope is RPHERNGFTVL. The TCR CDR3 sequence is CASSQEALSFGTDTQYF. Result: 0 (the TCR does not bind to the epitope). (3) The epitope is FLYNLLTRV. The TCR CDR3 sequence is CSVRVLGLFDSGNTGELFF. Result: 0 (the TCR does not bind to the epitope). (4) The epitope is LLMPILTLT. The TCR CDR3 sequence is CASSLAGGMETQYF. Result: 1 (the TCR binds to the epitope). (5) The TCR CDR3 sequence is CAWSGNDYGYTF. The epitope is GILGFVFTL. Result: 0 (the TCR does not bind to the epitope). (6) The epitope is RTLNAWVKV. The TCR CDR3 sequence is CASSQDKGYYEQYF. Result: 0 (the TCR does not bind to the epitope). (7) The epitope is RAKFKQLL. The TCR CDR3 sequence is CASSQEGQLNQPQHF. Result: 1 (the TCR binds to the epitope).